Task: Predict the reaction yield, written as a fraction of the theoretical maximum amount of product (1.0 means a 100% yield; for example, 0.34 means a 34% yield).. Dataset: Reaction yield outcomes from USPTO patents with 853,638 reactions (1) The reactants are [CH3:1][C:2]1[C:6]2[C:7](=[O:18])[N:8]([CH2:11][CH2:12][N:13]3[CH2:17][CH2:16][CH2:15][CH2:14]3)[CH2:9][CH2:10][C:5]=2[NH:4][C:3]=1[CH:19]=O.[F:21][C:22]1[CH:23]=[C:24]2[C:28](=[CH:29][C:30]=1[NH:31][C:32](=[O:36])[C@@H:33]([OH:35])[CH3:34])[NH:27][C:26](=[O:37])[CH2:25]2. No catalyst specified. The product is [F:21][C:22]1[CH:23]=[C:24]2[C:28](=[CH:29][C:30]=1[NH:31][C:32](=[O:36])[C@@H:33]([OH:35])[CH3:34])[NH:27][C:26](=[O:37])[C:25]2=[CH:19][C:3]1[NH:4][C:5]2[CH2:10][CH2:9][N:8]([CH2:11][CH2:12][N:13]3[CH2:14][CH2:15][CH2:16][CH2:17]3)[C:7](=[O:18])[C:6]=2[C:2]=1[CH3:1]. The yield is 0.679. (2) The reactants are [F:1][C:2]([Si](C)(C)C)([F:4])[F:3].[Br:9][C:10]1[C:11]([CH3:18])=[CH:12][C:13]([CH:16]=[O:17])=[N:14][CH:15]=1.CCCC[N+](CCCC)(CCCC)CCCC.[F-]. The catalyst is C(OCC)(=O)C. The product is [Br:9][C:10]1[C:11]([CH3:18])=[CH:12][C:13]([CH:16]([OH:17])[C:2]([F:4])([F:3])[F:1])=[N:14][CH:15]=1. The yield is 0.840. (3) The reactants are O[CH2:2][C:3]([NH:6][C:7](=[O:16])[C:8]1[CH:13]=[CH:12][CH:11]=[C:10]([O:14][CH3:15])[CH:9]=1)([CH3:5])[CH3:4].S(Cl)(Cl)=O. The catalyst is C(OCC)C.[OH-].[Na+]. The product is [CH3:15][O:14][C:10]1[CH:9]=[C:8]([CH:7]2[NH:6][C:3]([CH3:4])([CH3:5])[CH2:2][O:16]2)[CH:13]=[CH:12][CH:11]=1. The yield is 0.960. (4) The reactants are [Cl:1][C:2]1[C:7]([Cl:8])=[CH:6][CH:5]=[CH:4][C:3]=1[NH:9][C:10]1[N:15]2[N:16]=[CH:17][C:18]([S:19]([NH2:22])(=[O:21])=[O:20])=[C:14]2[N:13]=[CH:12][C:11]=1[C:23]([N:25]1[CH2:30][CH2:29][CH:28]([C:31]2[CH:36]=[CH:35][C:34]([F:37])=[CH:33][CH:32]=2)[CH2:27][CH2:26]1)=[O:24].[C:38](O)(=[O:40])[CH3:39]. No catalyst specified. The product is [Cl:1][C:2]1[C:7]([Cl:8])=[CH:6][CH:5]=[CH:4][C:3]=1[NH:9][C:10]1[N:15]2[N:16]=[CH:17][C:18]([S:19]([NH:22][C:38](=[O:40])[CH3:39])(=[O:21])=[O:20])=[C:14]2[N:13]=[CH:12][C:11]=1[C:23]([N:25]1[CH2:26][CH2:27][CH:28]([C:31]2[CH:32]=[CH:33][C:34]([F:37])=[CH:35][CH:36]=2)[CH2:29][CH2:30]1)=[O:24]. The yield is 0.610. (5) The reactants are C(NC(C)C)(C)C.C([Li])CCC.[Li+].CC([N-]C(C)C)C.[CH2:21]([N:23]1[C:31]2[C:26](=[CH:27][CH:28]=[C:29]([O:32][CH3:33])[CH:30]=2)[C:25]([C:34]#[N:35])=[CH:24]1)[CH3:22].[CH2:36]([Sn:40](I)([CH2:45][CH2:46][CH2:47][CH3:48])[CH2:41][CH2:42][CH2:43][CH3:44])[CH2:37][CH2:38][CH3:39]. The catalyst is C1COCC1. The product is [CH2:21]([N:23]1[C:31]2[C:26](=[CH:27][CH:28]=[C:29]([O:32][CH3:33])[CH:30]=2)[C:25]([C:34]#[N:35])=[C:24]1[Sn:40]([CH2:41][CH2:42][CH2:43][CH3:44])([CH2:45][CH2:46][CH2:47][CH3:48])[CH2:36][CH2:37][CH2:38][CH3:39])[CH3:22]. The yield is 0.980. (6) The reactants are C[O:2][C:3]1[CH:4]=[C:5]([CH:14]=[CH:15][C:16]2[CH:17]=[C:18]([CH:22]=[CH:23][CH:24]=2)[C:19]([OH:21])=[O:20])[CH:6]=[C:7]([O:12]C)[C:8]=1[CH2:9][CH2:10][CH3:11].Cl.N1C=CC=CC=1. No catalyst specified. The product is [OH:2][C:3]1[CH:4]=[C:5]([CH:14]=[CH:15][C:16]2[CH:17]=[C:18]([CH:22]=[CH:23][CH:24]=2)[C:19]([OH:21])=[O:20])[CH:6]=[C:7]([OH:12])[C:8]=1[CH2:9][CH2:10][CH3:11]. The yield is 0.860. (7) The reactants are [F:1][C:2]1[C:8](F)=[C:7]([F:10])[CH:6]=[C:5]([N+:11]([O-:13])=[O:12])[C:3]=1[NH2:4].[F:14][C:15]1[CH:22]=[CH:21][C:18]([CH2:19][NH2:20])=[CH:17][CH:16]=1.CCN(CC)CC. The catalyst is CS(C)=O.II. The product is [F:1][C:2]1[C:3]([NH2:4])=[C:5]([N+:11]([O-:13])=[O:12])[CH:6]=[C:7]([F:10])[C:8]=1[NH:20][CH2:19][C:18]1[CH:21]=[CH:22][C:15]([F:14])=[CH:16][CH:17]=1. The yield is 0.690.